This data is from Forward reaction prediction with 1.9M reactions from USPTO patents (1976-2016). The task is: Predict the product of the given reaction. (1) Given the reactants CS(C)=O.FC(F)(F)C(OC(=O)C(F)(F)F)=O.[OH:18][CH2:19][C@@H:20]1[N:24]([CH2:25][CH2:26][S:27][CH2:28][CH2:29][CH2:30][C:31]([O:33][CH3:34])=[O:32])[C:23](=[O:35])[CH2:22][CH2:21]1.C(N(CC)CC)C, predict the reaction product. The product is: [CH:19]([C@H:20]1[CH2:21][CH2:22][C:23](=[O:35])[N:24]1[CH2:25][CH2:26][S:27][CH2:28][CH2:29][CH2:30][C:31]([O:33][CH3:34])=[O:32])=[O:18]. (2) Given the reactants [NH2:1][C@@H:2]([CH:6]([CH3:8])[CH3:7])[C:3]([OH:5])=[O:4].[OH-].[Na+].[CH3:11][O:12][C:13](Cl)=[O:14].Cl, predict the reaction product. The product is: [CH3:11][O:12][C:13]([NH:1][C@@H:2]([CH:6]([CH3:8])[CH3:7])[C:3]([OH:5])=[O:4])=[O:14]. (3) Given the reactants [CH3:1][S:2](Cl)(=[O:4])=[O:3].[NH2:6][C:7]1[CH:8]=[C:9]([CH:26]=[CH:27][CH:28]=1)[CH2:10][NH:11][C:12]([C:14]1[CH:15]=[N:16][C:17]([C:20]2[CH:25]=[CH:24][CH:23]=[CH:22][CH:21]=2)=[N:18][CH:19]=1)=[O:13].C(N(CC)CC)C, predict the reaction product. The product is: [CH3:1][S:2]([NH:6][C:7]1[CH:8]=[C:9]([CH:26]=[CH:27][CH:28]=1)[CH2:10][NH:11][C:12]([C:14]1[CH:19]=[N:18][C:17]([C:20]2[CH:25]=[CH:24][CH:23]=[CH:22][CH:21]=2)=[N:16][CH:15]=1)=[O:13])(=[O:4])=[O:3]. (4) Given the reactants [NH2:1][C:2]1[CH:3]=[C:4]([N:9]2[CH2:14][CH2:13][N:12]([C:15]([C:17]3[CH:22]=[CH:21][CH:20]=[CH:19][C:18]=3[C:23]([F:26])([F:25])[F:24])=[O:16])[CH2:11][CH2:10]2)[CH:5]=[CH:6][C:7]=1[NH2:8].[C:27](O)(=O)[CH2:28][CH2:29][CH3:30], predict the reaction product. The product is: [CH2:28]([C:27]1[NH:8][C:7]2[CH:6]=[CH:5][C:4]([N:9]3[CH2:10][CH2:11][N:12]([C:15]([C:17]4[CH:22]=[CH:21][CH:20]=[CH:19][C:18]=4[C:23]([F:26])([F:25])[F:24])=[O:16])[CH2:13][CH2:14]3)=[CH:3][C:2]=2[N:1]=1)[CH2:29][CH3:30]. (5) Given the reactants [NH2:1][C@H:2]([C:5]([OH:7])=[O:6])[CH2:3][SH:4].Cl[C:9](Cl)([O:11]C(=O)OC(Cl)(Cl)Cl)Cl.C(#N)C, predict the reaction product. The product is: [O:11]=[C:9]1[NH:1][C@@H:2]([C:5]([OH:7])=[O:6])[CH2:3][S:4]1. (6) Given the reactants [CH2:1]([C:3]1[CH:4]=[CH:5][C:6]([NH2:9])=[N:7][CH:8]=1)[CH3:2].[Li][CH2:11]CCC.CI.O, predict the reaction product. The product is: [CH2:1]([C:3]1[CH:4]=[CH:5][C:6]([NH:9][CH3:11])=[N:7][CH:8]=1)[CH3:2].